Dataset: Forward reaction prediction with 1.9M reactions from USPTO patents (1976-2016). Task: Predict the product of the given reaction. (1) Given the reactants [F:1][C:2]1[CH:7]=[CH:6][CH:5]=[CH:4][C:3]=1[C@H:8]([O:10][C:11](=[O:26])[NH:12][C:13]1[C:14]([CH3:25])=[N:15][O:16][C:17]=1[C:18]1[CH:23]=[CH:22][C:21]([SH:24])=[CH:20][CH:19]=1)[CH3:9].N#N.Br[C:30]1[CH:35]=[CH:34][C:33]([CH2:36][C:37]([O:39][CH2:40][CH3:41])=[O:38])=[CH:32][CH:31]=1.C(N(C(C)C)CC)(C)C.C1(P(C2C=CC=CC=2)C2C3OC4C(=CC=CC=4P(C4C=CC=CC=4)C4C=CC=CC=4)C(C)(C)C=3C=CC=2)C=CC=CC=1, predict the reaction product. The product is: [CH2:40]([O:39][C:37](=[O:38])[CH2:36][C:33]1[CH:34]=[CH:35][C:30]([S:24][C:21]2[CH:20]=[CH:19][C:18]([C:17]3[O:16][N:15]=[C:14]([CH3:25])[C:13]=3[NH:12][C:11]([O:10][C@@H:8]([C:3]3[CH:4]=[CH:5][CH:6]=[CH:7][C:2]=3[F:1])[CH3:9])=[O:26])=[CH:23][CH:22]=2)=[CH:31][CH:32]=1)[CH3:41]. (2) Given the reactants C([Mg]Br)C.[CH:5]1([C:8]#[CH:9])[CH2:7][CH2:6]1.[N:10]([C:13]1[S:14][C:15]2[CH2:16][CH2:17][O:18][C:19]3[CH:26]=[C:25]([Br:27])[CH:24]=[CH:23][C:20]=3[C:21]=2[N:22]=1)=[N+:11]=[N-:12], predict the reaction product. The product is: [Br:27][C:25]1[CH:24]=[CH:23][C:20]2[C:21]3[N:22]=[C:13]([N:10]4[C:8]([CH:5]5[CH2:7][CH2:6]5)=[CH:9][N:12]=[N:11]4)[S:14][C:15]=3[CH2:16][CH2:17][O:18][C:19]=2[CH:26]=1.